This data is from NCI-60 drug combinations with 297,098 pairs across 59 cell lines. The task is: Regression. Given two drug SMILES strings and cell line genomic features, predict the synergy score measuring deviation from expected non-interaction effect. (1) Drug 1: CC(CN1CC(=O)NC(=O)C1)N2CC(=O)NC(=O)C2. Drug 2: C1=CC(=CC=C1CCCC(=O)O)N(CCCl)CCCl. Cell line: UO-31. Synergy scores: CSS=15.5, Synergy_ZIP=-7.98, Synergy_Bliss=-3.12, Synergy_Loewe=-0.199, Synergy_HSA=0.648. (2) Drug 1: CS(=O)(=O)OCCCCOS(=O)(=O)C. Drug 2: CC12CCC3C(C1CCC2OP(=O)(O)O)CCC4=C3C=CC(=C4)OC(=O)N(CCCl)CCCl.[Na+]. Cell line: SK-MEL-28. Synergy scores: CSS=25.9, Synergy_ZIP=1.71, Synergy_Bliss=7.30, Synergy_Loewe=-2.40, Synergy_HSA=1.32. (3) Drug 1: C1=NC2=C(N1)C(=S)N=C(N2)N. Drug 2: C1CN1P(=S)(N2CC2)N3CC3. Cell line: HL-60(TB). Synergy scores: CSS=81.7, Synergy_ZIP=-2.83, Synergy_Bliss=-8.25, Synergy_Loewe=-8.41, Synergy_HSA=-5.56.